Dataset: P-glycoprotein inhibition data for predicting drug efflux from Broccatelli et al.. Task: Regression/Classification. Given a drug SMILES string, predict its absorption, distribution, metabolism, or excretion properties. Task type varies by dataset: regression for continuous measurements (e.g., permeability, clearance, half-life) or binary classification for categorical outcomes (e.g., BBB penetration, CYP inhibition). Dataset: pgp_broccatelli. (1) The compound is CO[C@@H](CCc1ccccc1)c1ccccc1OC[C@@H](O)CN1CCN(c2ccc(F)cc2)CC1. The result is 1 (inhibitor). (2) The drug is Clc1ccc(C(c2ccc(Cl)cc2)C(Cl)(Cl)Cl)cc1. The result is 0 (non-inhibitor). (3) The drug is O=C(O)CCN1C(=O)NC(c2ccccc2)(c2ccccc2)C1=O. The result is 0 (non-inhibitor). (4) The drug is COc1cc2c(cc1OC)CN(CCNC(=O)c1ccccc1NC(=O)c1ccc(Oc3ccccc3)cc1)CC2. The result is 1 (inhibitor).